This data is from Full USPTO retrosynthesis dataset with 1.9M reactions from patents (1976-2016). The task is: Predict the reactants needed to synthesize the given product. (1) Given the product [CH:23]1([NH:22][C:20](=[O:21])[C:19]2[CH:26]=[CH:27][C:28]([CH3:29])=[C:17]([N:16]3[C:14](=[O:15])[C:13]4[C:12](=[CH:33][CH:32]=[CH:31][CH:30]=4)[N:11]=[CH:1]3)[CH:18]=2)[CH2:25][CH2:24]1, predict the reactants needed to synthesize it. The reactants are: [CH2:1](OC(OCC)OCC)C.[NH2:11][C:12]1[CH:33]=[CH:32][CH:31]=[CH:30][C:13]=1[C:14]([NH:16][C:17]1[CH:18]=[C:19]([CH:26]=[CH:27][C:28]=1[CH3:29])[C:20]([NH:22][CH:23]1[CH2:25][CH2:24]1)=[O:21])=[O:15].C(O)(=O)C. (2) Given the product [Cl:1][C:2]1[C:7]([S:8]([CH3:11])(=[O:10])=[O:9])=[CH:6][CH:5]=[CH:4][C:3]=1[C:12]1[CH2:13][CH2:14][N:15]([CH2:19][CH3:20])[CH2:16][CH:17]=1, predict the reactants needed to synthesize it. The reactants are: [Cl:1][C:2]1[C:7]([S:8]([CH3:11])(=[O:10])=[O:9])=[CH:6][CH:5]=[CH:4][C:3]=1[C:12]1[CH:17]=[CH:16][N:15]=[CH:14][CH:13]=1.I[CH2:19][CH3:20].[BH4-].[Na+].